This data is from Reaction yield outcomes from USPTO patents with 853,638 reactions. The task is: Predict the reaction yield, written as a fraction of the theoretical maximum amount of product (1.0 means a 100% yield; for example, 0.34 means a 34% yield). (1) The reactants are [CH3:1][O:2][C:3]1[CH:17]=[CH:16][C:6]([O:7][C:8]2[CH:9]=[C:10]([CH2:14][OH:15])[CH:11]=[CH:12][CH:13]=2)=[CH:5][CH:4]=1.[CH3:18][S:19](Cl)(=[O:21])=[O:20].C(N(CC)CC)C. The catalyst is ClCCl. The product is [CH3:1][O:2][C:3]1[CH:17]=[CH:16][C:6]([O:7][C:8]2[CH:9]=[C:10]([CH:11]=[CH:12][CH:13]=2)[CH2:14][O:15][S:19]([CH3:18])(=[O:21])=[O:20])=[CH:5][CH:4]=1. The yield is 0.890. (2) The reactants are [F:1][C:2]([F:28])([F:27])[C:3]1[CH:8]=[CH:7][C:6]([C:9]2[CH:14]=[CH:13][C:12]([O:15][CH:16]([C:18]3[CH:26]=[CH:25][C:21]([C:22]([OH:24])=O)=[CH:20][N:19]=3)[CH3:17])=[CH:11][CH:10]=2)=[CH:5][CH:4]=1.F[P-](F)(F)(F)(F)F.N1(OC(N(C)C)=[N+](C)C)C2N=CC=CC=2N=N1.Cl.[NH2:54][CH2:55][CH2:56][C:57]([O:59]C)=[O:58].CN1CCOCC1. The catalyst is CN(C)C=O.[Cl-].[NH4+]. The product is [F:28][C:2]([F:1])([F:27])[C:3]1[CH:4]=[CH:5][C:6]([C:9]2[CH:10]=[CH:11][C:12]([O:15][CH:16]([C:18]3[CH:26]=[CH:25][C:21]([C:22]([NH:54][CH2:55][CH2:56][C:57]([OH:59])=[O:58])=[O:24])=[CH:20][N:19]=3)[CH3:17])=[CH:13][CH:14]=2)=[CH:7][CH:8]=1. The yield is 0.340.